From a dataset of M1 muscarinic receptor antagonist screen with 61,756 compounds. Binary Classification. Given a drug SMILES string, predict its activity (active/inactive) in a high-throughput screening assay against a specified biological target. (1) The molecule is O=c1[nH]c2c(cc1C(N1CCN(CC1)C)c1n(nnn1)C1CCCCC1)cc(OC)cc2. The result is 0 (inactive). (2) The molecule is s1c(c2nn3c(NCCN(C)C)cc(nc3c2)C)ccc1. The result is 0 (inactive). (3) The drug is Fc1ccc(C(N(CC2OCCC2)C(=O)Cn2nnc3c2cccc3)C(=O)NCc2occc2)cc1. The result is 0 (inactive). (4) The molecule is Clc1ccc(NC(OCCn2nnnc2C2(N(C)C(=O)COC)CCCC2)=O)cc1. The result is 0 (inactive).